This data is from Catalyst prediction with 721,799 reactions and 888 catalyst types from USPTO. The task is: Predict which catalyst facilitates the given reaction. (1) Reactant: S([CH2:11][N+:12]#[C-:13])(C1C=CC(C)=CC=1)(=O)=O.C[Si]([N-][Si](C)(C)C)(C)C.[K+].[CH2:24]([O:26][C:27](=[O:46])[CH:28]=[CH:29][C:30]1[C:35]([CH2:36][N:37]([CH2:39][C:40]2[CH:45]=[CH:44][CH:43]=[CH:42][CH:41]=2)[CH3:38])=[CH:34][CH:33]=[CH:32][N:31]=1)[CH3:25]. The catalyst class is: 1. Product: [CH2:24]([O:26][C:27]([C:28]1[C:29]([C:30]2[C:35]([CH2:36][N:37]([CH2:39][C:40]3[CH:41]=[CH:42][CH:43]=[CH:44][CH:45]=3)[CH3:38])=[CH:34][CH:33]=[CH:32][N:31]=2)=[CH:13][NH:12][CH:11]=1)=[O:46])[CH3:25]. (2) Reactant: C[O:2][C:3]1[CH:4]=[C:5]([CH:19]=[CH:20][CH:21]=1)[CH2:6][CH:7]1[C:11]2[NH:12][C:13]([C:15]([O:17][CH3:18])=[O:16])=[CH:14][C:10]=2[CH2:9][CH2:8]1.B(Br)(Br)Br.C(=O)(O)[O-].[Na+]. Product: [OH:2][C:3]1[CH:4]=[C:5]([CH:19]=[CH:20][CH:21]=1)[CH2:6][CH:7]1[C:11]2[NH:12][C:13]([C:15]([O:17][CH3:18])=[O:16])=[CH:14][C:10]=2[CH2:9][CH2:8]1. The catalyst class is: 2. (3) Reactant: [CH:1]1([CH:4]([C:11]2[CH:16]=[C:15]([O:17][CH2:18][C:19]3[CH:20]=[N:21][C:22]([C:32]4[CH:37]=[C:36]([O:38][CH3:39])[CH:35]=[CH:34][C:33]=4[F:40])=[C:23]([O:25][CH2:26][CH2:27][C:28]([F:31])([F:30])[F:29])[CH:24]=3)[N:14]=[CH:13][N:12]=2)[CH2:5][C:6]([O:8]CC)=[O:7])[CH2:3][CH2:2]1.[OH-].[Na+].Cl. Product: [CH:1]1([CH:4]([C:11]2[CH:16]=[C:15]([O:17][CH2:18][C:19]3[CH:20]=[N:21][C:22]([C:32]4[CH:37]=[C:36]([O:38][CH3:39])[CH:35]=[CH:34][C:33]=4[F:40])=[C:23]([O:25][CH2:26][CH2:27][C:28]([F:30])([F:29])[F:31])[CH:24]=3)[N:14]=[CH:13][N:12]=2)[CH2:5][C:6]([OH:8])=[O:7])[CH2:3][CH2:2]1. The catalyst class is: 5.